From a dataset of Peptide-MHC class I binding affinity with 185,985 pairs from IEDB/IMGT. Regression. Given a peptide amino acid sequence and an MHC pseudo amino acid sequence, predict their binding affinity value. This is MHC class I binding data. (1) The peptide sequence is FLKEKGGL. The MHC is HLA-B27:05 with pseudo-sequence HLA-B27:05. The binding affinity (normalized) is 0. (2) The peptide sequence is VYLPGRGGV. The MHC is HLA-A02:19 with pseudo-sequence HLA-A02:19. The binding affinity (normalized) is 0.0847. (3) The peptide sequence is YPQPQLPY. The MHC is HLA-B07:02 with pseudo-sequence HLA-B07:02. The binding affinity (normalized) is 0.0734. (4) The peptide sequence is LVVDFSQFSR. The MHC is HLA-A03:01 with pseudo-sequence HLA-A03:01. The binding affinity (normalized) is 0.327. (5) The peptide sequence is LGQGVSIEW. The MHC is HLA-B57:03 with pseudo-sequence HLA-B57:03. The binding affinity (normalized) is 0.770. (6) The peptide sequence is WAWPFAAVL. The MHC is HLA-A68:02 with pseudo-sequence HLA-A68:02. The binding affinity (normalized) is 0.631. (7) The peptide sequence is KLRQGNTLV. The MHC is HLA-B07:02 with pseudo-sequence HLA-B07:02. The binding affinity (normalized) is 0.265. (8) The peptide sequence is GPAGYTAAL. The binding affinity (normalized) is 0.0847. The MHC is HLA-A31:01 with pseudo-sequence HLA-A31:01.